From a dataset of Peptide-MHC class I binding affinity with 185,985 pairs from IEDB/IMGT. Regression. Given a peptide amino acid sequence and an MHC pseudo amino acid sequence, predict their binding affinity value. This is MHC class I binding data. (1) The peptide sequence is SIIVLFQRF. The MHC is HLA-B15:01 with pseudo-sequence HLA-B15:01. The binding affinity (normalized) is 0.992. (2) The peptide sequence is ATAVNQECW. The MHC is HLA-B57:01 with pseudo-sequence HLA-B57:01. The binding affinity (normalized) is 0.555. (3) The peptide sequence is RRARSLSAERY. The MHC is HLA-A11:01 with pseudo-sequence HLA-A11:01. The binding affinity (normalized) is 0. (4) The peptide sequence is YVNTNMGLK. The MHC is Patr-A0101 with pseudo-sequence Patr-A0101. The binding affinity (normalized) is 0.0810.